Dataset: Full USPTO retrosynthesis dataset with 1.9M reactions from patents (1976-2016). Task: Predict the reactants needed to synthesize the given product. (1) Given the product [CH3:24][O:25][C:26](=[O:29])[CH2:27][N:13]1[CH:12]=[N:11][C:10]2[C:14]1=[N:15][CH:16]=[N:17][C:9]=2[O:8][CH2:1][C:2]1[CH:7]=[CH:6][CH:5]=[CH:4][CH:3]=1, predict the reactants needed to synthesize it. The reactants are: [CH2:1]([O:8][C:9]1[N:17]=[CH:16][N:15]=[C:14]2[C:10]=1[NH:11][CH:12]=[N:13]2)[C:2]1[CH:7]=[CH:6][CH:5]=[CH:4][CH:3]=1.C(=O)([O-])[O-].[K+].[K+].[CH3:24][O:25][C:26](=[O:29])[CH2:27]Br. (2) Given the product [Br:23][C:18]1[C:17]([CH3:24])=[C:16]([CH3:25])[C:15]([N:7]([C:8]2[CH:9]=[CH:10][CH:11]=[CH:12][CH:13]=2)[C:1]2[CH:6]=[CH:5][CH:4]=[CH:3][CH:2]=2)=[C:20]([CH3:21])[C:19]=1[CH3:22], predict the reactants needed to synthesize it. The reactants are: [C:1]1([NH:7][C:8]2[CH:13]=[CH:12][CH:11]=[CH:10][CH:9]=2)[CH:6]=[CH:5][CH:4]=[CH:3][CH:2]=1.Br[C:15]1[C:16]([CH3:25])=[C:17]([CH3:24])[C:18]([Br:23])=[C:19]([CH3:22])[C:20]=1[CH3:21].CC(C)([O-])C.[Na+].